This data is from Retrosynthesis with 50K atom-mapped reactions and 10 reaction types from USPTO. The task is: Predict the reactants needed to synthesize the given product. (1) The reactants are: Cc1nc(Cl)ccc1[N+](=O)[O-].O=C(c1c(F)cccc1F)N1CCNCC1. Given the product Cc1nc(N2CCN(C(=O)c3c(F)cccc3F)CC2)ccc1[N+](=O)[O-], predict the reactants needed to synthesize it. (2) Given the product COc1cc(C(CN)Nc2ccc(C#N)cc2)c([N+](=O)[O-])cc1OCc1ccccc1, predict the reactants needed to synthesize it. The reactants are: COc1cc(C(CN2C(=O)c3ccccc3C2=O)Nc2ccc(C#N)cc2)c([N+](=O)[O-])cc1OCc1ccccc1. (3) Given the product CC(C)C[C@H](C(=O)Oc1c(F)c(F)c(F)c(F)c1F)[C@H]1OC(C)(C)OC1=O, predict the reactants needed to synthesize it. The reactants are: CC(C)C[C@H](C(=O)O)[C@H]1OC(C)(C)OC1=O.Oc1c(F)c(F)c(F)c(F)c1F.